Predict the reaction yield, written as a fraction of the theoretical maximum amount of product (1.0 means a 100% yield; for example, 0.34 means a 34% yield). From a dataset of Reaction yield outcomes from USPTO patents with 853,638 reactions. (1) The catalyst is C1COCC1. The reactants are [CH:1]([C@H:3]1[CH2:7][CH2:6][N:5]([C:8]([O:10][C:11]([CH3:14])([CH3:13])[CH3:12])=[O:9])[CH2:4]1)=[O:2].[Cl:15][C:16]1[CH:17]=[C:18]([Mg]Br)[CH:19]=[CH:20][C:21]=1[F:22]. The product is [Cl:15][C:16]1[CH:17]=[C:18]([CH:1]([OH:2])[C@H:3]2[CH2:7][CH2:6][N:5]([C:8]([O:10][C:11]([CH3:14])([CH3:13])[CH3:12])=[O:9])[CH2:4]2)[CH:19]=[CH:20][C:21]=1[F:22]. The yield is 0.600. (2) The reactants are C(N(CC)CC)C.Cl.[O:9]=[C:10]1[CH:15]([N:16]2[C:24](=[O:25])[C:23]3[C:18](=[CH:19][CH:20]=[CH:21][C:22]=3[CH2:26][NH:27][CH3:28])[C:17]2=[O:29])[CH2:14][CH2:13][C:12](=[O:30])[NH:11]1.[C:31]1([CH3:40])[CH:36]=[CH:35][CH:34]=[C:33]([N:37]=[C:38]=[O:39])[CH:32]=1. The catalyst is C1COCC1. The product is [O:9]=[C:10]1[CH:15]([N:16]2[C:24](=[O:25])[C:23]3[C:18](=[CH:19][CH:20]=[CH:21][C:22]=3[CH2:26][N:27]([CH3:28])[C:38]([NH:37][C:33]3[CH:34]=[CH:35][CH:36]=[C:31]([CH3:40])[CH:32]=3)=[O:39])[C:17]2=[O:29])[CH2:14][CH2:13][C:12](=[O:30])[NH:11]1. The yield is 0.770. (3) The reactants are [C:1]([C:4]1[CH:9]=[CH:8][C:7]([N:10]2[C:15](=[O:16])[C:14]([CH2:17][C:18]3[CH:23]=[CH:22][C:21]([C:24]4[C:25]([C:30]#[N:31])=[CH:26][CH:27]=[CH:28][CH:29]=4)=[CH:20][CH:19]=3)=[C:13]([CH2:32][CH2:33][CH3:34])[N:12]=[C:11]2[CH3:35])=[CH:6][CH:5]=1)(=[O:3])[CH3:2].[CH3:36][Mg]Br.S([O-])(O)(=O)=O.[K+]. The catalyst is O1CCCC1. The product is [OH:3][C:1]([C:4]1[CH:5]=[CH:6][C:7]([N:10]2[C:15](=[O:16])[C:14]([CH2:17][C:18]3[CH:23]=[CH:22][C:21]([C:24]4[C:25]([C:30]#[N:31])=[CH:26][CH:27]=[CH:28][CH:29]=4)=[CH:20][CH:19]=3)=[C:13]([CH2:32][CH2:33][CH3:34])[N:12]=[C:11]2[CH3:35])=[CH:8][CH:9]=1)([CH3:36])[CH3:2]. The yield is 0.350. (4) The reactants are [CH3:1][O:2][C:3]1[CH:8]=[CH:7][CH:6]=[CH:5][C:4]=1[NH2:9].C[Si](Cl)(C)C.CC1(C)[O:21][C:20](=O)[CH2:19][C:18](=[O:23])[O:17]1.O. The catalyst is C(Cl)Cl. The product is [CH3:1][O:2][C:3]1[CH:8]=[CH:7][CH:6]=[CH:5][C:4]=1[NH:9][C:20](=[O:21])[CH2:19][C:18]([OH:23])=[O:17]. The yield is 0.300.